The task is: Predict the product of the given reaction.. This data is from Forward reaction prediction with 1.9M reactions from USPTO patents (1976-2016). Given the reactants [OH:1][CH:2]([C:7]1[N:8]=[C:9]2[CH:14]=[CH:13][CH:12]=[CH:11][N:10]2[CH:15]=1)[C:3]([O:5][CH3:6])=[O:4].Cl(O)(=O)(=O)=O.[Na].C(O[C:26]([CH3:29])([CH3:28])[CH3:27])(=O)C, predict the reaction product. The product is: [C:26]([O:1][CH:2]([C:7]1[N:8]=[C:9]2[CH:14]=[CH:13][CH:12]=[CH:11][N:10]2[CH:15]=1)[C:3]([O:5][CH3:6])=[O:4])([CH3:29])([CH3:28])[CH3:27].